From a dataset of Catalyst prediction with 721,799 reactions and 888 catalyst types from USPTO. Predict which catalyst facilitates the given reaction. (1) Reactant: Cl.[Br:2][C:3]1[CH:16]=[CH:15][C:6]([O:7][CH2:8][CH:9]2[CH2:14][CH2:13][NH:12][CH2:11][CH2:10]2)=[CH:5][CH:4]=1.[O:17]1[C:19]2([CH2:24][CH2:23][CH2:22][CH2:21][CH2:20]2)[CH2:18]1.C([O-])([O-])=O.[K+].[K+].C(O)C. Product: [Br:2][C:3]1[CH:4]=[CH:5][C:6]([O:7][CH2:8][CH:9]2[CH2:10][CH2:11][N:12]([CH2:18][C:19]3([OH:17])[CH2:24][CH2:23][CH2:22][CH2:21][CH2:20]3)[CH2:13][CH2:14]2)=[CH:15][CH:16]=1. The catalyst class is: 6. (2) Reactant: Br[CH2:2][C:3]1[CH:8]=[CH:7][CH:6]=[C:5]([CH2:9][Br:10])[N:4]=1.[NH:11]1[CH2:16][CH2:15][O:14][CH2:13][CH2:12]1. Product: [Br:10][CH2:9][C:5]1[N:4]=[C:3]([CH2:2][N:11]2[CH2:16][CH2:15][O:14][CH2:13][CH2:12]2)[CH:8]=[CH:7][CH:6]=1. The catalyst class is: 8. (3) Reactant: C[O:2][C:3](=[O:13])[CH:4]=[CH:5][C:6]1[CH:11]=[CH:10][C:9]([NH2:12])=[CH:8][CH:7]=1.[CH:14]1[C:26]2[CH:25]([CH2:27][O:28][C:29]([NH:31][C:32]([CH3:37])([CH3:36])[C:33](O)=[O:34])=[O:30])[C:24]3[C:19](=[CH:20][CH:21]=[CH:22][CH:23]=3)[C:18]=2[CH:17]=[CH:16][CH:15]=1.C1C2C(COC(=O)N[C@H](C(=O)NC3C=CC(C)=CC=3)CCCCNC(OC(C)(C)C)=O)C3C(=CC=CC=3)C=2C=CC=1.[OH-].[Na+]. Product: [CH:23]1[C:24]2[CH:25]([CH2:27][O:28][C:29]([NH:31][C:32]([CH3:37])([CH3:36])[C:33]([NH:12][C:9]3[CH:10]=[CH:11][C:6]([CH:5]=[CH:4][C:3]([OH:2])=[O:13])=[CH:7][CH:8]=3)=[O:34])=[O:30])[C:26]3[C:18](=[CH:17][CH:16]=[CH:15][CH:14]=3)[C:19]=2[CH:20]=[CH:21][CH:22]=1. The catalyst class is: 5. (4) Reactant: [CH2:1]([O:8][C:9]([NH:11][C:12]1[C:13](=[O:45])[N:14]([CH2:18][C:19]([NH:21][CH:22]([C:31](=[O:44])[CH2:32][O:33][C:34](=[O:43])[C:35]2[C:40]([Cl:41])=[CH:39][CH:38]=[CH:37][C:36]=2[Cl:42])[CH2:23][C:24]([O:26]C(C)(C)C)=[O:25])=[O:20])[CH:15]=[CH:16][CH:17]=1)=[O:10])[C:2]1[CH:7]=[CH:6][CH:5]=[CH:4][CH:3]=1.FC(F)(F)C(O)=O. Product: [CH2:1]([O:8][C:9]([NH:11][C:12]1[C:13](=[O:45])[N:14]([CH2:18][C:19]([NH:21][CH:22]([C:31](=[O:44])[CH2:32][O:33][C:34](=[O:43])[C:35]2[C:40]([Cl:41])=[CH:39][CH:38]=[CH:37][C:36]=2[Cl:42])[CH2:23][C:24]([OH:26])=[O:25])=[O:20])[CH:15]=[CH:16][CH:17]=1)=[O:10])[C:2]1[CH:7]=[CH:6][CH:5]=[CH:4][CH:3]=1. The catalyst class is: 4. (5) Reactant: [C:1]([O:4][C@@H:5]1[CH:22]([OH:23])[CH2:21][CH2:20][C@@:19]2([CH3:24])[CH:6]1[CH2:7][CH2:8][C@@H:9]1[C@@H:18]2[CH2:17][CH2:16][C@@:14]2([CH3:15])[C@H:10]1[CH2:11][CH2:12][C@@H:13]2[OH:25])(=[O:3])[CH3:2].C[N+]1([O-])CCOCC1. Product: [C:1]([O:4][C@@H:5]1[C:22](=[O:23])[CH2:21][CH2:20][C@@:19]2([CH3:24])[CH:6]1[CH2:7][CH2:8][C@@H:9]1[C@@H:18]2[CH2:17][CH2:16][C@@:14]2([CH3:15])[C@H:10]1[CH2:11][CH2:12][C:13]2=[O:25])(=[O:3])[CH3:2]. The catalyst class is: 862. (6) Reactant: FC(F)(F)C(O)=O.[CH3:8][N:9]([CH3:53])[C:10]([C:12]1[S:46][C:15]2[N:16]=[C:17]([O:31][CH:32]3[CH2:37][CH:36]4[CH2:38][CH:33]3[CH2:34][N:35]4C(OC(C)(C)C)=O)[N:18]=[C:19]([N:20]3[CH:25]4[CH2:26][CH2:27][CH:21]3[CH2:22][CH:23]([CH2:28][O:29][CH3:30])[CH2:24]4)[C:14]=2[C:13]=1[C:47]1[CH:52]=[CH:51][CH:50]=[CH:49][CH:48]=1)=[O:11]. Product: [CH:36]12[CH2:38][CH:33]([CH:32]([O:31][C:17]3[N:18]=[C:19]([N:20]4[CH:21]5[CH2:27][CH2:26][CH:25]4[CH2:24][CH:23]([CH2:28][O:29][CH3:30])[CH2:22]5)[C:14]4[C:13]([C:47]5[CH:52]=[CH:51][CH:50]=[CH:49][CH:48]=5)=[C:12]([C:10]([N:9]([CH3:53])[CH3:8])=[O:11])[S:46][C:15]=4[N:16]=3)[CH2:37]1)[CH2:34][NH:35]2. The catalyst class is: 4.